Dataset: Full USPTO retrosynthesis dataset with 1.9M reactions from patents (1976-2016). Task: Predict the reactants needed to synthesize the given product. (1) Given the product [CH2:17]([N:21]1[CH2:25][CH2:24][C:23]2([CH2:26][CH2:27][C:28]([N:33]([CH3:35])[CH3:34])([C:31](=[NH:32])[C:1]3[CH:6]=[CH:5][CH:4]=[CH:3][CH:2]=3)[CH2:29][CH2:30]2)[CH2:22]1)[CH2:18][CH2:19][CH3:20], predict the reactants needed to synthesize it. The reactants are: [C:1]1([Li])[CH:6]=[CH:5][CH:4]=[CH:3][CH:2]=1.C(OCCCC)CCC.[CH2:17]([N:21]1[CH2:25][CH2:24][C:23]2([CH2:30][CH2:29][C:28]([N:33]([CH3:35])[CH3:34])([C:31]#[N:32])[CH2:27][CH2:26]2)[CH2:22]1)[CH2:18][CH2:19][CH3:20].[Cl-].[Na+]. (2) Given the product [F:1][C:2]1[CH:3]=[N:4][CH:5]=[C:6]([CH3:8])[C:7]=1[CH:17]=[O:18], predict the reactants needed to synthesize it. The reactants are: [F:1][C:2]1[CH:3]=[N:4][CH:5]=[C:6]([CH3:8])[CH:7]=1.[Li+].CC([N-]C(C)C)C.[CH:17](OC)=[O:18]. (3) Given the product [CH3:1][N:2]1[C:6]([CH2:7][N:8]2[CH2:12][CH:11]([CH2:13][CH2:14][CH3:15])[CH2:10][C:9]2=[O:16])=[C:5]([C:17]([NH2:18])=[O:20])[N:4]=[CH:3]1, predict the reactants needed to synthesize it. The reactants are: [CH3:1][N:2]1[C:6]([CH2:7][N:8]2[CH2:12][CH:11]([CH2:13][CH2:14][CH3:15])[CH2:10][C:9]2=[O:16])=[C:5]([C:17]#[N:18])[N:4]=[CH:3]1.C[OH:20]. (4) Given the product [Br:1][C:2]1[CH:3]=[CH:4][C:5]([C@@H:8]([NH:10][CH2:18][CH2:19][C:20]([C:25]2[CH:26]=[CH:27][CH:28]=[CH:29][CH:30]=2)([NH2:31])[CH2:21][C:22]([CH3:24])=[CH2:23])[CH3:9])=[CH:6][CH:7]=1, predict the reactants needed to synthesize it. The reactants are: [Br:1][C:2]1[CH:7]=[CH:6][C:5]([C@@H:8]([N:10]([CH2:18][CH2:19][C:20]([NH:31][S@@](C(C)(C)C)=O)([C:25]2[CH:30]=[CH:29][CH:28]=[CH:27][CH:26]=2)[CH2:21][C:22]([CH3:24])=[CH2:23])C(=O)OC(C)(C)C)[CH3:9])=[CH:4][CH:3]=1.C([O-])([O-])=O.[Na+].[Na+]. (5) Given the product [ClH:34].[CH2:17]([O:16][C:15]1[C:10]([NH:9][C:6]2[S:7][CH:8]=[C:4]([CH2:3][CH2:2][NH:1][C:31](=[O:33])[CH3:32])[N:5]=2)=[N:11][CH:12]=[CH:13][CH:14]=1)[C:18]1[CH:23]=[CH:22][CH:21]=[CH:20][CH:19]=1, predict the reactants needed to synthesize it. The reactants are: [NH2:1][CH2:2][CH2:3][C:4]1[N:5]=[C:6]([NH:9][C:10]2[C:15]([O:16][CH2:17][C:18]3[CH:23]=[CH:22][CH:21]=[CH:20][CH:19]=3)=[CH:14][CH:13]=[CH:12][N:11]=2)[S:7][CH:8]=1.C(N(CC)CC)C.[C:31]([Cl:34])(=[O:33])[CH3:32]. (6) Given the product [F:37][C:34]1[CH:35]=[N:36][C:29]2[N:28]([C:38]3[CH:39]=[C:40]([C:50]4[CH:49]=[CH:48][C:47]([OH:46])=[CH:54][C:51]=4[CH:52]=[O:53])[CH:41]=[CH:42][CH:43]=3)[C:27](=[O:45])[N:26]([C@@H:23]3[CH2:24][CH2:25][C@H:20]([N:12]([CH2:11][C:9]4[N:10]=[C:5]5[CH:4]=[CH:3][C:2]([F:1])=[CH:7][N:6]5[CH:8]=4)[C:13](=[O:19])[O:14][C:15]([CH3:18])([CH3:17])[CH3:16])[CH2:21][CH2:22]3)[C:31](=[O:32])[C:30]=2[CH:33]=1, predict the reactants needed to synthesize it. The reactants are: [F:1][C:2]1[CH:3]=[CH:4][C:5]2[N:6]([CH:8]=[C:9]([CH2:11][N:12]([C@H:20]3[CH2:25][CH2:24][C@@H:23]([N:26]4[C:31](=[O:32])[C:30]5[CH:33]=[C:34]([F:37])[CH:35]=[N:36][C:29]=5[N:28]([C:38]5[CH:43]=[CH:42][CH:41]=[C:40](I)[CH:39]=5)[C:27]4=[O:45])[CH2:22][CH2:21]3)[C:13](=[O:19])[O:14][C:15]([CH3:18])([CH3:17])[CH3:16])[N:10]=2)[CH:7]=1.[OH:46][C:47]1[CH:48]=[CH:49][C:50](B2OC(C)(C)C(C)(C)O2)=[C:51]([CH:54]=1)[CH:52]=[O:53]. (7) Given the product [C:14]1([N:13]2[C:7](=[O:8])[NH:6][C:4](=[O:5])[C:3]([C:1]#[N:2])=[N:12]2)[CH:19]=[CH:18][CH:17]=[CH:16][CH:15]=1, predict the reactants needed to synthesize it. The reactants are: [C:1]([C:3](=[N:12][NH:13][C:14]1[CH:19]=[CH:18][CH:17]=[CH:16][CH:15]=1)[C:4]([NH:6][C:7](OCC)=[O:8])=[O:5])#[N:2].C([O-])(=O)C.[Na+].C(O)(=O)C. (8) Given the product [CH:1]([C:17]1[CH:18]=[C:19]([C:20]2[NH:21][CH:22]=[CH:23][CH:24]=2)[C:10]2[C:11](=[O:16])[NH:12][C:13]3[C:9]=2[C:8]=1[C:7]([F:6])=[CH:15][CH:14]=3)([CH2:3][CH3:4])[CH3:2], predict the reactants needed to synthesize it. The reactants are: [CH:1]([Li])([CH2:3][CH3:4])[CH3:2].[F:6][C:7]1[C:8](/[C:17](/I)=[CH:18]/[C:19](=O)[C:20]2[NH:21][CH:22]=[CH:23][CH:24]=2)=[C:9]2[C:13](=[CH:14][CH:15]=1)[NH:12][C:11](=[O:16])[CH2:10]2.